Dataset: Experimentally validated miRNA-target interactions with 360,000+ pairs, plus equal number of negative samples. Task: Binary Classification. Given a miRNA mature sequence and a target amino acid sequence, predict their likelihood of interaction. (1) The miRNA is hsa-miR-6833-5p with sequence GUGUGGAAGAUGGGAGGAGAAA. The protein sequence of the target gene is MEENESQKCEPCLPYSADRRQMQEQGKGNLHVTSPEDAECRRTKERLSNGNSRGSVSKSSRNIPRRHTLGGPRSSKEILGMQTSEMDRKREAFLEHLKQKYPHHASAIMGHQERLRDQTRSPKLSHSPQPPSLGDPVEHLSETSADSLEAMSEGDAPTPFSRGSRTRASLPVVRSTNQTKERSLGVLYLQYGDETKQLRMPNEITSADTIRALFVSAFPQQLTMKMLESPSVAIYIKDESRNVYYELNDVRNIQDRSLLKVYNKDPAHAFNHTPKTMNGDMRMQRELVYARGDGPGAPRP.... Result: 0 (no interaction). (2) The miRNA is hsa-miR-190a-3p with sequence CUAUAUAUCAAACAUAUUCCU. The protein sequence of the target gene is MDNQQDKAIVASANGENTLINGVKENDSEDQDVAMKSFAALEAAAPIQPTPVAQKETLMYPRGLLPLPSKKPCMQSPPSPLGLIEAPEHAANSASVNAISLTSGIAKGLNTWSLPNECEKAPFAIMEPAGMSALNGDCLMQPSRTCLGCFMESKDAVDPEPGISLKVGDLNRDYETCAVSDIGIQCINAGENMKYGEQLLSDQLLGFPLHKSRAGDRRETEKPDIDLEDPAQKSYYEALLLDKCNTEEALLANSNQDWGYFETFISESKIELLDLCSKNELSVNLFSEEDVDNYMFDDDE.... Result: 1 (interaction). (3) The miRNA is hsa-miR-888-5p with sequence UACUCAAAAAGCUGUCAGUCA. The protein sequence of the target gene is METIWIYQFRLIVIGDSTVGKSCLLHRFTQGRFPGLHSPACDPTVGVDFFSRLLEIEPGKRIKLQLWDTAGQERFRSITRSYYRNSVGGFLVFDITNRRSFEHVKDWLEEAKMHVQPFQIVFLLVGHKCDLASQRQVSREEAERLSTDCGMKYIETSAKDATNVEESFTILTRDIYELIKKGEICIQDGWEGVKSGFVPNTVHSSEEAVKPRKECFC. Result: 0 (no interaction). (4) The miRNA is hsa-miR-1304-3p with sequence UCUCACUGUAGCCUCGAACCCC. The protein sequence of the target gene is MAGTALKRLMAEYKQLTLNPPEGIVAGPMNEENFFEWEALIMGPEDTCFEFGVFPAILSFPLDYPLSPPKMRFTCEMFHPNIYPDGRVCISILHAPGDDPMGYESSAERWSPVQSVEKILLSVVSMLAEPNDESGANVDASKMWRDDREQFYKIAKQIVQKSLGL. Result: 1 (interaction). (5) The miRNA is mmu-miR-467g with sequence UAUACAUACACACACAUAUAU. The protein sequence of the target gene is MDNLENVFRMFEAHMQSYTGNDPLGEWESFIKWVEENFPDNKEYLMTLLEHLMKEFLHKKNYHNDSRFINYCLKFAEYNSDRHQFFEFLYNQGIGTKSSYIYMSWAGHLEAQGELQHASAIFQTGIHNEAEPKELLQQQYRLFQARLTGIHLPAQATTSEPLHSAQILNQVMMTNSSPEKNSACVPKSQGSECSGVASSTCDEKSNMEQRVIMISKSECSVSSSVAPKPEAQQVMYCKEKLIRGDSEFSFEELRAQKYNQRKKHEQWVSEDRNYMKRKEANAFEEQLLKQKMDELHKKLH.... Result: 1 (interaction). (6) The miRNA is hsa-miR-548f-5p with sequence UGCAAAAGUAAUCACAGUUUUU. The protein sequence of the target gene is MKMADRSGKIIPGQVYIEVEYDYEYEAKDRKIVIKQGERYILVKKTNDDWWQVKPDENSKAFYVPAQYVKEVTRKALMPPVKQVAGLPNNSTKIMQSLHLQRSTENVNKLPELSSFGKPSSSVQGTGLIRDANQNFGPSYNQGQTVNLSLDLTHNNGKFNNDSHSPKVSSQNRTRSFGHFPGPEFLDVEKTSFSQEQSCDSAGEGSERIHQDSESGDELSSSSTEQIRATTPPNQGRPDSPVYANLQELKISQSALPPLPGSPAIQINGEWETHKDSSGRCYYYNRGTQERTWKPPRWTR.... Result: 1 (interaction). (7) The miRNA is hsa-miR-198 with sequence GGUCCAGAGGGGAGAUAGGUUC. The protein sequence of the target gene is MAAPDLAHGGHVSRDSVCLHEEQTQAAGMVAGWLINCYQDAVTFDDVAVDFTQEEWTLLDPSQRDLYRDVMLENYENLASVEWRLKTKGPALRQDRSWFRASNETQTARSHNGGQLCDRTQCGEAFSEHSGLSTHVRTQNTGDSCVSNHYERDFFIPCQKTLFKIGEQFSVLGQCGKAFSSTPNVVSQQACTRDRSLDYSSCGEVFLNQSYLQARAGSHNGEETWKWKPCGKALTHSMGCATPVEMHAVRNPHVCRECGKAFRYTAYLTGRVQVHPGEKPCELEECGKASPVSSSLTQHV.... Result: 0 (no interaction).